Dataset: Forward reaction prediction with 1.9M reactions from USPTO patents (1976-2016). Task: Predict the product of the given reaction. (1) Given the reactants [CH:1]1([C:4]2[N:25](S(C3C=CC=CC=3)(=O)=O)[C:7]3[N:8]=[N:9][C:10]([CH2:12][CH2:13][CH2:14][CH2:15][N:16]4[CH:20]=[C:19]([C:21]([O:23]C)=[O:22])[N:18]=[N:17]4)=[CH:11][C:6]=3[C:5]=2I)[CH2:3][CH2:2]1.[N:36]1[CH:41]=[C:40](B(O)O)[CH:39]=[N:38][CH:37]=1.P([O-])([O-])([O-])=O.[K+].[K+].[K+].[Li+].[OH-], predict the reaction product. The product is: [CH:1]1([C:4]2[NH:25][C:7]3[N:8]=[N:9][C:10]([CH2:12][CH2:13][CH2:14][CH2:15][N:16]4[CH:20]=[C:19]([C:21]([OH:23])=[O:22])[N:18]=[N:17]4)=[CH:11][C:6]=3[C:5]=2[C:40]2[CH:41]=[N:36][CH:37]=[N:38][CH:39]=2)[CH2:3][CH2:2]1. (2) Given the reactants BrC1C=CC(O)=C(C2C=[CH:16][C:15]3[C:10](=[CH:11][CH:12]=[C:13]([C:18]4[N:22]([CH:23]5[CH2:28][CH2:27][CH2:26][CH2:25][CH2:24]5)[C:21]5[CH:29]=[CH:30][C:31]([C:33]([OH:35])=[O:34])=[CH:32][C:20]=5[N:19]=4)[CH:14]=3)[N:9]=2)C=1.[CH:37]1([C:43]2[CH:48]=[CH:47][C:46]([O:49][CH3:50])=[CH:45][C:44]=2[C:51](=O)[CH3:52])[CH2:42][CH2:41][CH2:40][CH2:39][CH2:38]1.[OH-].[K+], predict the reaction product. The product is: [CH:23]1([N:22]2[C:21]3[CH:29]=[CH:30][C:31]([C:33]([OH:35])=[O:34])=[CH:32][C:20]=3[N:19]=[C:18]2[C:13]2[CH:14]=[C:15]3[C:10](=[CH:11][CH:12]=2)[N:9]=[C:51]([C:44]2[CH:45]=[C:46]([O:49][CH3:50])[CH:47]=[CH:48][C:43]=2[CH:37]2[CH2:42][CH2:41][CH2:40][CH2:39][CH2:38]2)[CH:52]=[CH:16]3)[CH2:24][CH2:25][CH2:26][CH2:27][CH2:28]1. (3) Given the reactants [CH3:1][C@@H:2]1[NH:13][C:12](=[O:14])[C@H:11]([CH2:15][C:16]([O:18][C:19]([CH3:22])([CH3:21])[CH3:20])=[O:17])[CH2:10][CH:9]=[CH:8][CH2:7][CH2:6][C:5](=[O:23])[O:4][C@@H:3]1[C:24]1[CH:29]=[CH:28][CH:27]=[CH:26][CH:25]=1.I[CH3:31].[H-].[Na+], predict the reaction product. The product is: [CH3:1][C@@H:2]1[N:13]([CH3:31])[C:12](=[O:14])[C@H:11]([CH2:15][C:16]([O:18][C:19]([CH3:22])([CH3:21])[CH3:20])=[O:17])[CH2:10][CH:9]=[CH:8][CH2:7][CH2:6][C:5](=[O:23])[O:4][C@@H:3]1[C:24]1[CH:25]=[CH:26][CH:27]=[CH:28][CH:29]=1. (4) Given the reactants [CH3:1][C:2]1[CH:3]=[C:4]([CH:14]([N:16]2[C:24](=[O:25])[C:23]3[CH:22]=[CH:21][N:20]=[C:19]([NH:26]C(=O)C)[C:18]=3[CH2:17]2)[CH3:15])[CH:5]=[N:6][C:7]=1[O:8][CH2:9][C:10]([F:13])([F:12])[F:11].Cl, predict the reaction product. The product is: [NH2:26][C:19]1[C:18]2[CH2:17][N:16]([CH:14]([C:4]3[CH:5]=[N:6][C:7]([O:8][CH2:9][C:10]([F:12])([F:13])[F:11])=[C:2]([CH3:1])[CH:3]=3)[CH3:15])[C:24](=[O:25])[C:23]=2[CH:22]=[CH:21][N:20]=1.